This data is from NCI-60 drug combinations with 297,098 pairs across 59 cell lines. The task is: Regression. Given two drug SMILES strings and cell line genomic features, predict the synergy score measuring deviation from expected non-interaction effect. (1) Cell line: KM12. Drug 1: CC1C(C(CC(O1)OC2CC(OC(C2O)C)OC3=CC4=CC5=C(C(=O)C(C(C5)C(C(=O)C(C(C)O)O)OC)OC6CC(C(C(O6)C)O)OC7CC(C(C(O7)C)O)OC8CC(C(C(O8)C)O)(C)O)C(=C4C(=C3C)O)O)O)O. Synergy scores: CSS=38.1, Synergy_ZIP=-4.13, Synergy_Bliss=-2.75, Synergy_Loewe=-14.8, Synergy_HSA=-2.09. Drug 2: CCN(CC)CCCC(C)NC1=C2C=C(C=CC2=NC3=C1C=CC(=C3)Cl)OC. (2) Drug 1: CS(=O)(=O)C1=CC(=C(C=C1)C(=O)NC2=CC(=C(C=C2)Cl)C3=CC=CC=N3)Cl. Drug 2: CC1C(C(CC(O1)OC2CC(CC3=C2C(=C4C(=C3O)C(=O)C5=CC=CC=C5C4=O)O)(C(=O)C)O)N)O. Cell line: IGROV1. Synergy scores: CSS=51.8, Synergy_ZIP=-0.450, Synergy_Bliss=0.277, Synergy_Loewe=-34.4, Synergy_HSA=-0.462. (3) Drug 1: C1C(C(OC1N2C=NC3=C(N=C(N=C32)Cl)N)CO)O. Drug 2: CC(C)(C#N)C1=CC(=CC(=C1)CN2C=NC=N2)C(C)(C)C#N. Cell line: HCC-2998. Synergy scores: CSS=36.2, Synergy_ZIP=3.49, Synergy_Bliss=3.25, Synergy_Loewe=-1.84, Synergy_HSA=3.69. (4) Drug 1: C1CCN(CC1)CCOC2=CC=C(C=C2)C(=O)C3=C(SC4=C3C=CC(=C4)O)C5=CC=C(C=C5)O. Drug 2: CNC(=O)C1=CC=CC=C1SC2=CC3=C(C=C2)C(=NN3)C=CC4=CC=CC=N4. Synergy scores: CSS=3.81, Synergy_ZIP=-0.211, Synergy_Bliss=3.89, Synergy_Loewe=2.02, Synergy_HSA=1.94. Cell line: MALME-3M. (5) Drug 1: C1=CN(C(=O)N=C1N)C2C(C(C(O2)CO)O)O.Cl. Drug 2: CCC1=C2CN3C(=CC4=C(C3=O)COC(=O)C4(CC)O)C2=NC5=C1C=C(C=C5)O. Cell line: A549. Synergy scores: CSS=39.8, Synergy_ZIP=-1.78, Synergy_Bliss=1.14, Synergy_Loewe=-3.35, Synergy_HSA=2.16. (6) Drug 1: C1=CC(=CC=C1CCC2=CNC3=C2C(=O)NC(=N3)N)C(=O)NC(CCC(=O)O)C(=O)O. Drug 2: C1CN(CCN1C(=O)CCBr)C(=O)CCBr. Cell line: MCF7. Synergy scores: CSS=30.6, Synergy_ZIP=-7.03, Synergy_Bliss=-5.97, Synergy_Loewe=-1.96, Synergy_HSA=-0.724. (7) Drug 1: CC1=C(C=C(C=C1)NC2=NC=CC(=N2)N(C)C3=CC4=NN(C(=C4C=C3)C)C)S(=O)(=O)N.Cl. Drug 2: CN(C)N=NC1=C(NC=N1)C(=O)N. Cell line: HOP-92. Synergy scores: CSS=2.15, Synergy_ZIP=-1.62, Synergy_Bliss=-6.20, Synergy_Loewe=-9.41, Synergy_HSA=-5.88.